From a dataset of Reaction yield outcomes from USPTO patents with 853,638 reactions. Predict the reaction yield, written as a fraction of the theoretical maximum amount of product (1.0 means a 100% yield; for example, 0.34 means a 34% yield). The reactants are Cl[C:2]1[C:7]([CH:8]([CH2:13][CH2:14][CH3:15])[C:9]([O:11][CH3:12])=[O:10])=[C:6]([CH3:16])[N:5]=[C:4]([C:17]2[CH:22]=[CH:21][CH:20]=[CH:19][CH:18]=2)[N:3]=1.C(N(CC)C(C)C)(C)C.[S:32]1[CH:36]=[CH:35][C:34]2[CH:37]=[C:38](B3OC(C)(C)C(C)(C)O3)[CH:39]=[CH:40][C:33]1=2. The catalyst is COCCOC.O.[Pd].C1(P(C2C=CC=CC=2)C2C=CC=CC=2)C=CC=CC=1.C1(P(C2C=CC=CC=2)C2C=CC=CC=2)C=CC=CC=1.C1(P(C2C=CC=CC=2)C2C=CC=CC=2)C=CC=CC=1.C1(P(C2C=CC=CC=2)C2C=CC=CC=2)C=CC=CC=1. The product is [S:32]1[CH:36]=[CH:35][C:34]2[CH:37]=[C:38]([C:2]3[C:7]([CH:8]([CH2:13][CH2:14][CH3:15])[C:9]([O:11][CH3:12])=[O:10])=[C:6]([CH3:16])[N:5]=[C:4]([C:17]4[CH:22]=[CH:21][CH:20]=[CH:19][CH:18]=4)[N:3]=3)[CH:39]=[CH:40][C:33]1=2. The yield is 0.420.